From a dataset of Catalyst prediction with 721,799 reactions and 888 catalyst types from USPTO. Predict which catalyst facilitates the given reaction. (1) Reactant: [F:1][C:2]([F:20])([F:19])[C:3]1[CH:8]=[CH:7][C:6]([CH:9]2[C:18]3[C:13](=[CH:14][CH:15]=[CH:16][CH:17]=3)[CH2:12][CH2:11][NH:10]2)=[CH:5][CH:4]=1.[C:21](Cl)(=[O:33])[O:22][C@@H:23]1[CH2:28][C@H:27]([CH3:29])[CH2:26][CH2:25][C@H:24]1[CH:30]([CH3:32])[CH3:31].O. Product: [F:20][C:2]([F:1])([F:19])[C:3]1[CH:4]=[CH:5][C:6]([CH:9]2[C:18]3[C:13](=[CH:14][CH:15]=[CH:16][CH:17]=3)[CH2:12][CH2:11][N:10]2[C:21]([O:22][C@@H:23]2[CH2:28][C@H:27]([CH3:29])[CH2:26][CH2:25][C@H:24]2[CH:30]([CH3:32])[CH3:31])=[O:33])=[CH:7][CH:8]=1. The catalyst class is: 2. (2) Reactant: [Cr](Cl)([O-])(=O)=O.[OH:6][CH:7]([CH3:32])[CH2:8][CH2:9][CH2:10][C:11]1[CH:16]=[CH:15][C:14]([CH2:17][CH2:18][CH2:19][CH2:20][NH:21][C:22](=[O:31])[O:23][CH2:24][C:25]2[CH:30]=[CH:29][CH:28]=[CH:27][CH:26]=2)=[CH:13][CH:12]=1. Product: [O:6]=[C:7]([CH3:32])[CH2:8][CH2:9][CH2:10][C:11]1[CH:16]=[CH:15][C:14]([CH2:17][CH2:18][CH2:19][CH2:20][NH:21][C:22](=[O:31])[O:23][CH2:24][C:25]2[CH:26]=[CH:27][CH:28]=[CH:29][CH:30]=2)=[CH:13][CH:12]=1. The catalyst class is: 4. (3) Reactant: [CH3:1][C:2]1[CH:3]=[CH:4][CH:5]=[C:6]2[C:11]=1[C:9](=[O:10])[O:8][CH2:7]2.[F:12][C:13]1[CH:18]=[CH:17][C:16]([C:19]2[O:20][CH:21]=[C:22]([CH2:24][O:25][C:26]3[CH:27]=[C:28]([OH:32])[CH:29]=[CH:30][CH:31]=3)[N:23]=2)=[CH:15][CH:14]=1.C[O-].[Na+]. Product: [F:12][C:13]1[CH:14]=[CH:15][C:16]([C:19]2[O:20][CH:21]=[C:22]([CH2:24][O:25][C:26]3[CH:27]=[C:28]([CH:29]=[CH:30][CH:31]=3)[O:32][CH2:1][C:2]3[CH:3]=[CH:4][CH:5]=[C:6]([CH3:7])[C:11]=3[C:9]([OH:10])=[O:8])[N:23]=2)=[CH:17][CH:18]=1. The catalyst class is: 37. (4) Reactant: [C:1]([C:3]([C:6]1[CH:7]=[C:8]([CH:12]=[CH:13][CH:14]=1)[C:9]([OH:11])=O)([CH3:5])[CH3:4])#[N:2].CN(C(ON1N=NC2C=CC=CC1=2)=[N+](C)C)C.[B-](F)(F)(F)F.CCN(C(C)C)C(C)C.[I:46][C:47]1[CH:48]=[C:49]([CH:51]=[CH:52][C:53]=1[CH3:54])[NH2:50]. Product: [C:1]([C:3]([C:6]1[CH:7]=[C:8]([CH:12]=[CH:13][CH:14]=1)[C:9]([NH:50][C:49]1[CH:51]=[CH:52][C:53]([CH3:54])=[C:47]([I:46])[CH:48]=1)=[O:11])([CH3:4])[CH3:5])#[N:2]. The catalyst class is: 3. (5) Reactant: [CH:1]([N:4]1[C:9](=[O:10])[CH:8]=[CH:7][C:6]([C:11](=O)[C:12]([C:14]2[CH:19]=[CH:18][CH:17]=[CH:16][CH:15]=2)=O)=[N:5]1)([CH3:3])[CH3:2].Br.Br.[NH2:23][CH2:24][C:25]([NH2:27])=[NH:26].C[O-].[Na+].O. Product: [NH2:27][C:25]1[N:26]=[C:11]([C:6]2[CH:7]=[CH:8][C:9](=[O:10])[N:4]([CH:1]([CH3:3])[CH3:2])[N:5]=2)[C:12]([C:14]2[CH:19]=[CH:18][CH:17]=[CH:16][CH:15]=2)=[N:23][CH:24]=1. The catalyst class is: 191. (6) Reactant: Cl[C:2]1[C:7]([N+:8]([O-:10])=[O:9])=[CH:6][CH:5]=[CH:4][N:3]=1.[C:11]1([CH3:18])[CH:16]=[CH:15][CH:14]=[C:13]([NH2:17])[CH:12]=1.CCN(CC)CC. Product: [N+:8]([C:7]1[C:2]([NH:17][C:13]2[CH:12]=[C:11]([CH3:18])[CH:16]=[CH:15][CH:14]=2)=[N:3][CH:4]=[CH:5][CH:6]=1)([O-:10])=[O:9]. The catalyst class is: 3.